From a dataset of Experimentally validated miRNA-target interactions with 360,000+ pairs, plus equal number of negative samples. Binary Classification. Given a miRNA mature sequence and a target amino acid sequence, predict their likelihood of interaction. (1) The miRNA is hsa-miR-30d-5p with sequence UGUAAACAUCCCCGACUGGAAG. The protein sequence of the target gene is MASKVTDAIVWYQKKEFLSVATTAPGPQQVLPGYCQCSLKDQGLFIQCLIGAYDQQIWEKSVEQREIKFIKLGLRNKPKKTAHVKPDLIDVDLVRGSAFAKAKPESPWTSLTRKGIVRVVFFPFFFRWWLQVTSKVIFFWLLVLYLLQVAAIVLFCSTSSPHSIPLTEVIGPIWLMLLLGTVHCQIVSTRTPKPPLSTGGKRRRKLRKAAHLEVHREGDGSSTTDNTQEGAVQNHGTSTSHSVGTVFRDLWHAAFFLSGSKKAKNSIDKSTETDNGYVSLDGKKTVKSGEDGIQNHEPQC.... Result: 1 (interaction). (2) The miRNA is hsa-miR-6076 with sequence AGCAUGACAGAGGAGAGGUGG. The protein sequence of the target gene is MPGPPASPPPPMLLLLLLLTVGCARAAPLPQTGAGEVPVVEVPSLFVILSVCSLLILIVLIANCVSCCKDPEIDFKEFEDNFDDEIDFTPPAEDTPSIQSPAEVFTLSVPNISLPAPSQFQASVEGLKSQVARHSLNYIQEIGSGWFGKVLLGETYTGTSVARVIVKELKVSASPKEQDTFLKSGEPYYILQHPNVLQCVGQCVEAIPYLLVFEFCDLGDLKAYLHNEQEHVRGDSQTMLLQRMACEIAAGLAAMHKLHFLHSDLALRNCYLTSDLNVKVGDYGIGFSRYKEDYIETDDK.... Result: 0 (no interaction).